Regression/Classification. Given a drug SMILES string, predict its absorption, distribution, metabolism, or excretion properties. Task type varies by dataset: regression for continuous measurements (e.g., permeability, clearance, half-life) or binary classification for categorical outcomes (e.g., BBB penetration, CYP inhibition). Dataset: b3db_classification. From a dataset of Blood-brain barrier permeability classification from the B3DB database. (1) The drug is O=C1CC(=O)N(c2ccccc2)c2cc(Cl)ccc2N1. The result is 1 (penetrates BBB). (2) The molecule is COc1cc2c(cc1OC)S(=O)(=O)OC(C(=O)NC(C)CC(C)(C)N(C)C)C2. The result is 1 (penetrates BBB). (3) The compound is Clc1ccc(N2CCN(Cc3cnn4ccccc34)CC2)cc1. The result is 1 (penetrates BBB). (4) The compound is CC1=Nc2ccccc2C[C@@H](c2ccccc2)N1C. The result is 1 (penetrates BBB). (5) The compound is CN1CCC(c2c(O)cc(O)c3c(=O)cc(-c4ccccc4Cl)oc23)C(O)C1. The result is 1 (penetrates BBB).